Predict the reaction yield, written as a fraction of the theoretical maximum amount of product (1.0 means a 100% yield; for example, 0.34 means a 34% yield). From a dataset of Reaction yield outcomes from USPTO patents with 853,638 reactions. (1) The yield is 0.990. The catalyst is CO. The reactants are [CH3:1][O:2][C:3](=[O:12])[C:4]1[CH:9]=[CH:8][C:7]([CH:10]=O)=[CH:6][CH:5]=1.[C:13]([C:17]1[CH:23]=[CH:22][C:20]([NH2:21])=[CH:19][CH:18]=1)([CH3:16])([CH3:15])[CH3:14].C(O)(C(F)(F)F)=O.C([BH3-])#N.[Na+]. The product is [CH3:1][O:2][C:3](=[O:12])[C:4]1[CH:9]=[CH:8][C:7]([CH2:10][NH:21][C:20]2[CH:22]=[CH:23][C:17]([C:13]([CH3:16])([CH3:15])[CH3:14])=[CH:18][CH:19]=2)=[CH:6][CH:5]=1. (2) The reactants are [CH3:1][C:2]1([CH3:14])[C@@H:4]([C:5]2[CH:10]=[CH:9][CH:8]=[CH:7][CH:6]=2)[C@@H:3]1[C:11]([OH:13])=O.[NH2:15][C:16]1[CH:21]=[CH:20][N:19]=[CH:18][CH:17]=1. No catalyst specified. The product is [CH3:14][C:2]1([CH3:1])[C@@H:4]([C:5]2[CH:6]=[CH:7][CH:8]=[CH:9][CH:10]=2)[C@@H:3]1[C:11]([NH:15][C:16]1[CH:21]=[CH:20][N:19]=[CH:18][CH:17]=1)=[O:13]. The yield is 0.930.